From a dataset of Reaction yield outcomes from USPTO patents with 853,638 reactions. Predict the reaction yield, written as a fraction of the theoretical maximum amount of product (1.0 means a 100% yield; for example, 0.34 means a 34% yield). (1) The reactants are [N+:1]([C:4]1[CH:9]=[CH:8][C:7]([C:10]2[CH:15]=[CH:14][N:13]=[C:12]([C:16]3[CH:21]=[CH:20][C:19]([C:22]([F:25])([F:24])[F:23])=[CH:18][CH:17]=3)[N:11]=2)=[CH:6][CH:5]=1)([O-])=O.[Na].O.O.Cl.FC(F)(F)C1C=CC(C(N)=N)=CC=1. The catalyst is CCO.C(Cl)(Cl)Cl.CCOC(C)=O. The product is [F:25][C:22]([F:23])([F:24])[C:19]1[CH:18]=[CH:17][C:16]([C:12]2[N:11]=[C:10]([C:7]3[CH:8]=[CH:9][C:4]([NH2:1])=[CH:5][CH:6]=3)[CH:15]=[CH:14][N:13]=2)=[CH:21][CH:20]=1. The yield is 0.910. (2) The reactants are C([O:4][CH2:5][C:6]([CH3:53])([CH3:52])[CH2:7][N:8]1[C:14]2[CH:15]=[CH:16][C:17]([Cl:19])=[CH:18][C:13]=2[C@@H:12]([C:20]2[CH:25]=[CH:24][CH:23]=[C:22]([O:26][CH3:27])[C:21]=2[O:28][CH3:29])[O:11][C@H:10]([CH2:30][C:31]([NH:33][C:34]2[CH:35]=[C:36]([CH2:44][CH2:45][C:46]([O:48]CC)=[O:47])[C:37]3[CH2:38][CH2:39][CH2:40][CH2:41][C:42]=3[CH:43]=2)=[O:32])[C:9]1=[O:51])(=O)C.[OH-].[Na+].C(O)C. The catalyst is O. The product is [Cl:19][C:17]1[CH:16]=[CH:15][C:14]2[N:8]([CH2:7][C:6]([CH3:52])([CH3:53])[CH2:5][OH:4])[C:9](=[O:51])[C@@H:10]([CH2:30][C:31]([NH:33][C:34]3[CH:35]=[C:36]([CH2:44][CH2:45][C:46]([OH:48])=[O:47])[C:37]4[CH2:38][CH2:39][CH2:40][CH2:41][C:42]=4[CH:43]=3)=[O:32])[O:11][C@H:12]([C:20]3[CH:25]=[CH:24][CH:23]=[C:22]([O:26][CH3:27])[C:21]=3[O:28][CH3:29])[C:13]=2[CH:18]=1. The yield is 0.800. (3) The reactants are FC(F)(F)S([C:6]1[CH:22]=[CH:21][C:9]([CH:10]2[CH2:19][C:18](=[O:20])[C:17]3[C:12](=[CH:13][CH:14]=[CH:15][CH:16]=3)[O:11]2)=[CH:8][CH:7]=1)(=O)=O.C(=O)(O)[O-].[Na+].[F:30]C(F)(F)S([O-])(=O)=O.[Na+].F[P-](F)(F)(F)(F)F.F[P-](F)(F)(F)(F)F.ClC[N+]12CC[N+](F)(CC1)CC2. The catalyst is CC(C)=O.[Ag]=O. The product is [F:30][C:6]1[CH:22]=[CH:21][C:9]([CH:10]2[CH2:19][C:18](=[O:20])[C:17]3[C:12](=[CH:13][CH:14]=[CH:15][CH:16]=3)[O:11]2)=[CH:8][CH:7]=1. The yield is 0.900.